Dataset: CYP3A4 inhibition data for predicting drug metabolism from PubChem BioAssay. Task: Regression/Classification. Given a drug SMILES string, predict its absorption, distribution, metabolism, or excretion properties. Task type varies by dataset: regression for continuous measurements (e.g., permeability, clearance, half-life) or binary classification for categorical outcomes (e.g., BBB penetration, CYP inhibition). Dataset: cyp3a4_veith. The molecule is O=C(Nc1cc(C(F)(F)F)ccc1-n1cncn1)c1ccc(Br)cc1. The result is 0 (non-inhibitor).